Predict the reactants needed to synthesize the given product. From a dataset of Full USPTO retrosynthesis dataset with 1.9M reactions from patents (1976-2016). (1) Given the product [NH2:1][C@H:2]([C:4]1[N:5]([CH:16]2[CH2:18][CH2:17]2)[C:6](=[O:15])[C:7]2[C:12]([CH:13]=1)=[CH:11][CH:10]=[CH:9][C:8]=2[C:23]1[CH:22]=[N:21][N:20]([CH3:19])[CH:24]=1)[CH3:3], predict the reactants needed to synthesize it. The reactants are: [NH2:1][C@H:2]([C:4]1[N:5]([CH:16]2[CH2:18][CH2:17]2)[C:6](=[O:15])[C:7]2[C:12]([CH:13]=1)=[CH:11][CH:10]=[CH:9][C:8]=2Cl)[CH3:3].[CH3:19][N:20]1[CH:24]=[C:23](B2OC(C)(C)C(C)(C)O2)[CH:22]=[N:21]1.C([O-])([O-])=O.[Na+].[Na+]. (2) Given the product [CH3:20][O:27][CH2:24][N:8]([CH2:9][Si:10]([CH3:13])([CH3:12])[CH3:11])[CH:7]([C:14]1[CH:19]=[CH:18][CH:17]=[CH:16][CH:15]=1)[C:1]1[CH:2]=[CH:3][CH:4]=[CH:5][CH:6]=1, predict the reactants needed to synthesize it. The reactants are: [C:1]1([CH:7]([C:14]2[CH:19]=[CH:18][CH:17]=[CH:16][CH:15]=2)[NH:8][CH2:9][Si:10]([CH3:13])([CH3:12])[CH3:11])[CH:6]=[CH:5][CH:4]=[CH:3][CH:2]=1.[CH2:20]=O.CO.[C:24]([O-:27])([O-])=O.[K+].[K+]. (3) Given the product [CH2:1]([O:8][C:9]1[C:14]([CH2:15][N:16]2[CH2:25][CH2:24][C:23]3[C:18](=[C:19]([Cl:31])[C:20]([O:27][CH:28]([CH3:30])[CH3:29])=[CH:21][C:22]=3[C:43]3[CH:44]=[CH:45][C:46]([N:49]4[CH2:54][CH2:53][N:52]([C:55]([O:57][C:58]([CH3:61])([CH3:60])[CH3:59])=[O:56])[CH2:51][CH2:50]4)=[N:47][CH:48]=3)[C:17]2=[O:32])=[C:13]([CH3:33])[CH:12]=[C:11]([CH3:34])[N:10]=1)[C:2]1[CH:7]=[CH:6][CH:5]=[CH:4][CH:3]=1, predict the reactants needed to synthesize it. The reactants are: [CH2:1]([O:8][C:9]1[C:14]([CH2:15][N:16]2[CH2:25][CH2:24][C:23]3[C:18](=[C:19]([Cl:31])[C:20]([O:27][CH:28]([CH3:30])[CH3:29])=[CH:21][C:22]=3Br)[C:17]2=[O:32])=[C:13]([CH3:33])[CH:12]=[C:11]([CH3:34])[N:10]=1)[C:2]1[CH:7]=[CH:6][CH:5]=[CH:4][CH:3]=1.CC1(C)C(C)(C)OB([C:43]2[CH:44]=[CH:45][C:46]([N:49]3[CH2:54][CH2:53][N:52]([C:55]([O:57][C:58]([CH3:61])([CH3:60])[CH3:59])=[O:56])[CH2:51][CH2:50]3)=[N:47][CH:48]=2)O1.C([O-])([O-])=O.[Na+].[Na+]. (4) Given the product [CH3:19][C:16]([CH3:17])([CH3:18])[CH2:15][C:14](=[O:20])[CH2:13][C:21]1[C:22](=[O:29])[CH2:23][CH2:24][CH2:25][CH2:26][CH2:27][CH:28]=1, predict the reactants needed to synthesize it. The reactants are: CC(C)([O-])C.[K+].COP([CH2:13][C:14](=[O:20])[CH2:15][C:16]([CH3:19])([CH3:18])[CH3:17])(=O)OC.[C:21]1(=O)[CH2:28][CH2:27][CH2:26][CH2:25][CH2:24][CH2:23][C:22]1=[O:29]. (5) Given the product [Br:1][C:2]1[CH:3]=[C:4]([CH2:8][C:9]([O:11][CH2:12][CH3:13])=[O:10])[CH:5]=[N:6][CH:7]=1, predict the reactants needed to synthesize it. The reactants are: [Br:1][C:2]1[CH:3]=[C:4]([CH2:8][C:9]([OH:11])=[O:10])[CH:5]=[N:6][CH:7]=1.[CH2:12](O)[CH3:13]. (6) Given the product [CH3:9][C:6]1[CH:7]=[CH:8][C:2]2[S:17][C:16]([SH:18])=[N:4][C:3]=2[CH:5]=1, predict the reactants needed to synthesize it. The reactants are: Cl[C:2]1[CH:8]=[CH:7][C:6]([CH3:9])=[CH:5][C:3]=1[NH2:4].C([O-])([O-])=O.[K+].[K+].[C:16](=[S:18])=[S:17].Cl. (7) Given the product [F:8][C:9]1[CH:10]=[CH:11][C:12]([N:15]2[C:23]3[C:18](=[C:19]([CH2:24][CH2:25][C@@H:26]([NH2:28])[CH3:27])[CH:20]=[CH:21][CH:22]=3)[CH:17]=[N:16]2)=[CH:13][CH:14]=1, predict the reactants needed to synthesize it. The reactants are: FC(F)(F)C(O)=O.[F:8][C:9]1[CH:14]=[CH:13][C:12]([N:15]2[C:23]3[C:18](=[C:19]([CH2:24][CH2:25][C@@H:26]([NH:28]C(=O)OC(C)(C)C)[CH3:27])[CH:20]=[CH:21][CH:22]=3)[CH:17]=[N:16]2)=[CH:11][CH:10]=1.